This data is from NCI-60 drug combinations with 297,098 pairs across 59 cell lines. The task is: Regression. Given two drug SMILES strings and cell line genomic features, predict the synergy score measuring deviation from expected non-interaction effect. (1) Drug 1: C1CC(=O)NC(=O)C1N2CC3=C(C2=O)C=CC=C3N. Drug 2: CN1C(=O)N2C=NC(=C2N=N1)C(=O)N. Cell line: HOP-92. Synergy scores: CSS=7.88, Synergy_ZIP=-3.36, Synergy_Bliss=-2.67, Synergy_Loewe=-0.501, Synergy_HSA=-0.645. (2) Drug 1: CCC1(CC2CC(C3=C(CCN(C2)C1)C4=CC=CC=C4N3)(C5=C(C=C6C(=C5)C78CCN9C7C(C=CC9)(C(C(C8N6C)(C(=O)OC)O)OC(=O)C)CC)OC)C(=O)OC)O. Drug 2: C1=CC(=C(C=C1I)F)NC2=C(C=CC(=C2F)F)C(=O)NOCC(CO)O. Cell line: HT29. Synergy scores: CSS=57.5, Synergy_ZIP=-4.74, Synergy_Bliss=-8.64, Synergy_Loewe=-7.53, Synergy_HSA=-5.53. (3) Synergy scores: CSS=25.8, Synergy_ZIP=-9.86, Synergy_Bliss=-1.58, Synergy_Loewe=0.230, Synergy_HSA=1.07. Cell line: NCI-H522. Drug 1: CC1CCC2CC(C(=CC=CC=CC(CC(C(=O)C(C(C(=CC(C(=O)CC(OC(=O)C3CCCCN3C(=O)C(=O)C1(O2)O)C(C)CC4CCC(C(C4)OC)O)C)C)O)OC)C)C)C)OC. Drug 2: C1CN(CCN1C(=O)CCBr)C(=O)CCBr. (4) Drug 1: C1=CN(C=N1)CC(O)(P(=O)(O)O)P(=O)(O)O. Drug 2: CC(C)NC(=O)C1=CC=C(C=C1)CNNC.Cl. Cell line: NCI/ADR-RES. Synergy scores: CSS=-4.03, Synergy_ZIP=5.05, Synergy_Bliss=5.58, Synergy_Loewe=-3.09, Synergy_HSA=-2.53. (5) Drug 1: CCC1=C2CN3C(=CC4=C(C3=O)COC(=O)C4(CC)O)C2=NC5=C1C=C(C=C5)O. Drug 2: CN(CC1=CN=C2C(=N1)C(=NC(=N2)N)N)C3=CC=C(C=C3)C(=O)NC(CCC(=O)O)C(=O)O. Cell line: SK-OV-3. Synergy scores: CSS=19.9, Synergy_ZIP=-1.45, Synergy_Bliss=2.17, Synergy_Loewe=-2.01, Synergy_HSA=-0.702. (6) Drug 1: CCC1(CC2CC(C3=C(CCN(C2)C1)C4=CC=CC=C4N3)(C5=C(C=C6C(=C5)C78CCN9C7C(C=CC9)(C(C(C8N6C)(C(=O)OC)O)OC(=O)C)CC)OC)C(=O)OC)O.OS(=O)(=O)O. Drug 2: C(CCl)NC(=O)N(CCCl)N=O. Cell line: A549. Synergy scores: CSS=0.0545, Synergy_ZIP=10.4, Synergy_Bliss=-0.416, Synergy_Loewe=-0.497, Synergy_HSA=-1.01.